From a dataset of Peptide-MHC class II binding affinity with 134,281 pairs from IEDB. Regression. Given a peptide amino acid sequence and an MHC pseudo amino acid sequence, predict their binding affinity value. This is MHC class II binding data. (1) The peptide sequence is HWFSRENSYSGVEGEGL. The MHC is DRB4_0101 with pseudo-sequence DRB4_0103. The binding affinity (normalized) is 0.0434. (2) The peptide sequence is DLDDEQEILNYMSPH. The MHC is DRB1_0701 with pseudo-sequence DRB1_0701. The binding affinity (normalized) is 0.